Dataset: Forward reaction prediction with 1.9M reactions from USPTO patents (1976-2016). Task: Predict the product of the given reaction. (1) Given the reactants [Cl:1][C:2]1[N:10]=[C:9]2[C:5]([NH:6][CH:7]=[N:8]2)=[C:4]([Cl:11])[N:3]=1.[H-].[Na+].[CH3:14]I, predict the reaction product. The product is: [Cl:1][C:2]1[N:10]=[C:9]2[C:5]([N:6]=[CH:7][N:8]2[CH3:14])=[C:4]([Cl:11])[N:3]=1. (2) The product is: [OH:11][C:5]1[CH:4]=[CH:3][C:2]([NH:1][CH2:18][CH2:19][C:20]2[CH:21]=[CH:22][C:23]([C:26]([F:27])([F:28])[F:29])=[CH:24][CH:25]=2)=[CH:10][C:6]=1[C:7]([OH:9])=[O:8]. Given the reactants [NH2:1][C:2]1[CH:10]=[C:6]([C:7]([OH:9])=[O:8])[C:5]([OH:11])=[CH:4][CH:3]=1.C(NCC)C.Br[CH2:18][CH2:19][C:20]1[CH:25]=[CH:24][C:23]([C:26]([F:29])([F:28])[F:27])=[CH:22][CH:21]=1, predict the reaction product. (3) Given the reactants S(Cl)([Cl:3])=O.[NH2:5][C@@H:6]1[CH2:10][CH2:9][C@H:8]([C:11]([OH:13])=[O:12])[CH2:7]1.[CH3:14]O, predict the reaction product. The product is: [ClH:3].[NH2:5][C@@H:6]1[CH2:10][CH2:9][C@H:8]([C:11]([O:13][CH3:14])=[O:12])[CH2:7]1. (4) The product is: [CH2:26]([O:33][C:34]([NH:36][C@H:37]1[CH2:41][CH2:40][N:39]([C:42]([O:44][CH2:45][CH3:46])=[O:43])[CH2:38]1)=[O:35])[C:27]1[CH:32]=[CH:31][CH:30]=[CH:29][CH:28]=1.[NH2:36][C@H:37]1[CH2:41][CH2:40][N:39]([C:42]([O:44][CH2:45][CH3:46])=[O:43])[CH2:38]1. Given the reactants C(OC(N[C@H]1CCN(C([O-])=O)C1)=O)C1C=CC=CC=1.C(OC(Cl)=O)C.[CH2:26]([O:33][C:34]([NH:36][C@H:37]1[CH2:41][CH2:40][N:39]([C:42]([O:44][CH2:45][CH3:46])=[O:43])[CH2:38]1)=[O:35])[C:27]1[CH:32]=[CH:31][CH:30]=[CH:29][CH:28]=1, predict the reaction product. (5) Given the reactants [C:1]([O:5][C:6]([N:8]1[CH:17]([C:18](O)=[O:19])[CH2:16][C:15]2[CH:14]=[C:13]3[O:21][CH2:22][C@H:23]([C:25]4[CH:30]=[CH:29][C:28]([O:31][CH2:32][C:33]5[CH:38]=[CH:37][C:36]([Cl:39])=[C:35]([Cl:40])[CH:34]=5)=[CH:27][CH:26]=4)[O:24][C:12]3=[CH:11][C:10]=2[CH2:9]1)=[O:7])([CH3:4])([CH3:3])[CH3:2].Cl.[CH3:42][O:43][C:44](=[O:61])[C@@H:45]([NH2:60])[CH2:46][C:47]1[CH:52]=[CH:51][C:50]([C:53]2[CH:58]=[CH:57][C:56]([Cl:59])=[CH:55][CH:54]=2)=[CH:49][CH:48]=1, predict the reaction product. The product is: [C:1]([O:5][C:6]([N:8]1[CH:17]([C:18](=[O:19])[NH:60][C@H:45]([C:44]([O:43][CH3:42])=[O:61])[CH2:46][C:47]2[CH:52]=[CH:51][C:50]([C:53]3[CH:58]=[CH:57][C:56]([Cl:59])=[CH:55][CH:54]=3)=[CH:49][CH:48]=2)[CH2:16][C:15]2[CH:14]=[C:13]3[O:21][CH2:22][C@H:23]([C:25]4[CH:30]=[CH:29][C:28]([O:31][CH2:32][C:33]5[CH:38]=[CH:37][C:36]([Cl:39])=[C:35]([Cl:40])[CH:34]=5)=[CH:27][CH:26]=4)[O:24][C:12]3=[CH:11][C:10]=2[CH2:9]1)=[O:7])([CH3:4])([CH3:2])[CH3:3].